From a dataset of Reaction yield outcomes from USPTO patents with 853,638 reactions. Predict the reaction yield, written as a fraction of the theoretical maximum amount of product (1.0 means a 100% yield; for example, 0.34 means a 34% yield). (1) The reactants are [O:1]1[CH2:5][CH2:4][CH2:3][C@@H:2]1[C:6]([OH:8])=O.C(Cl)(=O)C(Cl)=O.Cl.Cl.[CH2:17]([N:24]1[CH2:29][CH2:28][CH:27]([NH2:30])[CH2:26][CH2:25]1)[C:18]1[CH:23]=[CH:22][CH:21]=[CH:20][CH:19]=1.C(N(CC)CC)C. The catalyst is C(Cl)Cl. The product is [CH2:17]([N:24]1[CH2:29][CH2:28][CH:27]([NH:30][C:6]([C@H:2]2[CH2:3][CH2:4][CH2:5][O:1]2)=[O:8])[CH2:26][CH2:25]1)[C:18]1[CH:19]=[CH:20][CH:21]=[CH:22][CH:23]=1. The yield is 0.880. (2) The catalyst is C(O)(=O)C.O. The reactants are [CH3:1][NH:2][N:3]=[CH:4][C:5](=[O:7])[CH3:6].[C:8]([C:12]1[CH:17]=[CH:16][C:15]([C:18](=O)[CH:19]=[O:20])=[CH:14][CH:13]=1)([CH3:11])([CH3:10])[CH3:9].FC1C=C(C(NN)=O)C=CC=1C(OC)=O.[Cl-].[Na+]. The yield is 0.460. The product is [C:8]([C:12]1[CH:17]=[CH:16][C:15]([C:18]2[N:2]([CH3:1])[N:3]=[C:4]([C:5](=[O:7])[CH3:6])[C:19]=2[OH:20])=[CH:14][CH:13]=1)([CH3:11])([CH3:10])[CH3:9]. (3) The reactants are C([O:8][C:9](=[O:78])[CH2:10][C@@H:11]([C:23](=[O:77])[NH:24][CH2:25][CH2:26][CH2:27][NH:28][C@@H:29]([C@H:37]([CH:39]1[C@@H:43]([O:44][Si:45]([C:48]([CH3:51])([CH3:50])[CH3:49])([CH3:47])[CH3:46])[C@@H:42]([O:52][Si:53]([C:56]([CH3:59])([CH3:58])[CH3:57])([CH3:55])[CH3:54])[C@H:41]([N:60]2[CH:65]=[CH:64][C:63](=[O:66])[N:62]([CH2:67][C:68]3[CH:73]=[CH:72][C:71]([O:74][CH3:75])=[CH:70][CH:69]=3)[C:61]2=[O:76])[O:40]1)[OH:38])[C:30]([O:32][C:33]([CH3:36])([CH3:35])[CH3:34])=[O:31])[NH:12]C(=O)OCC1C=CC=CC=1)C1C=CC=CC=1. The catalyst is CO.[Pd]. The product is [NH2:12][C@H:11]([C:23]([NH:24][CH2:25][CH2:26][CH2:27][NH:28][C@H:29]([C:30]([O:32][C:33]([CH3:36])([CH3:35])[CH3:34])=[O:31])[C@@H:37]([CH:39]1[C@@H:43]([O:44][Si:45]([C:48]([CH3:51])([CH3:49])[CH3:50])([CH3:47])[CH3:46])[C@@H:42]([O:52][Si:53]([C:56]([CH3:59])([CH3:58])[CH3:57])([CH3:55])[CH3:54])[C@H:41]([N:60]2[CH:65]=[CH:64][C:63](=[O:66])[N:62]([CH2:67][C:68]3[CH:73]=[CH:72][C:71]([O:74][CH3:75])=[CH:70][CH:69]=3)[C:61]2=[O:76])[O:40]1)[OH:38])=[O:77])[CH2:10][C:9]([OH:78])=[O:8]. The yield is 0.990. (4) The reactants are [CH3:1][O:2][C:3]1[CH:8]=[CH:7][C:6]([S:9][C:10]2[C:11]([C:23]([NH:25][C:26]3[S:27][C:28]([S:31][CH2:32][C:33]([O:35]CC)=[O:34])=[CH:29][N:30]=3)=[O:24])=[N:12][C:13]([S:16][C:17]3[CH:22]=[CH:21][CH:20]=[CH:19][N:18]=3)=[CH:14][CH:15]=2)=[CH:5][CH:4]=1.[OH-].[Li+].Cl. The catalyst is CO.C1COCC1. The product is [CH3:1][O:2][C:3]1[CH:4]=[CH:5][C:6]([S:9][C:10]2[C:11]([C:23]([NH:25][C:26]3[S:27][C:28]([S:31][CH2:32][C:33]([OH:35])=[O:34])=[CH:29][N:30]=3)=[O:24])=[N:12][C:13]([S:16][C:17]3[CH:22]=[CH:21][CH:20]=[CH:19][N:18]=3)=[CH:14][CH:15]=2)=[CH:7][CH:8]=1. The yield is 0.800.